This data is from Peptide-MHC class II binding affinity with 134,281 pairs from IEDB. The task is: Regression. Given a peptide amino acid sequence and an MHC pseudo amino acid sequence, predict their binding affinity value. This is MHC class II binding data. (1) The peptide sequence is LTAAINKGILVTVNPHHHHHH. The MHC is DRB5_0101 with pseudo-sequence DRB5_0101. The binding affinity (normalized) is 0.797. (2) The peptide sequence is HDKKSMGDDHFWAVR. The MHC is DRB1_0101 with pseudo-sequence DRB1_0101. The binding affinity (normalized) is 0.376. (3) The peptide sequence is LFTIRQEMASRGLWD. The MHC is DRB1_1501 with pseudo-sequence DRB1_1501. The binding affinity (normalized) is 0.495. (4) The peptide sequence is HEHSYHFVANEVTAT. The MHC is H-2-IAb with pseudo-sequence H-2-IAb. The binding affinity (normalized) is 0.521.